From a dataset of Full USPTO retrosynthesis dataset with 1.9M reactions from patents (1976-2016). Predict the reactants needed to synthesize the given product. (1) Given the product [Br:24][C:21]1[CH:22]=[CH:23][C:18]([C:16]#[C:15][CH2:14][C@H:9]([NH:8][C:6]([O:5][C:2]([CH3:1])([CH3:3])[CH3:4])=[O:7])[C:10]([O:12][CH3:13])=[O:11])=[CH:19][CH:20]=1, predict the reactants needed to synthesize it. The reactants are: [CH3:1][C:2]([O:5][C:6]([NH:8][C@@H:9]([CH2:14][C:15]#[CH:16])[C:10]([O:12][CH3:13])=[O:11])=[O:7])([CH3:4])[CH3:3].I[C:18]1[CH:23]=[CH:22][C:21]([Br:24])=[CH:20][CH:19]=1.C(NCC)C.C(OCC)(=O)C. (2) Given the product [Cl:14][C:15]1[N:20]=[CH:19][C:18]([NH:21][C:22](=[O:28])[O:23][C:24]([CH3:25])([CH3:27])[CH3:26])=[C:17]([C:32]2([OH:35])[CH2:33][CH2:34][O:29][CH2:30][CH2:31]2)[CH:16]=1, predict the reactants needed to synthesize it. The reactants are: [Li]CCCC.CN(CCN(C)C)C.[Cl:14][C:15]1[N:20]=[CH:19][C:18]([NH:21][C:22](=[O:28])[O:23][C:24]([CH3:27])([CH3:26])[CH3:25])=[CH:17][CH:16]=1.[O:29]1[CH2:34][CH2:33][C:32](=[O:35])[CH2:31][CH2:30]1. (3) The reactants are: [CH2:1]([C@H:8]1[CH2:12][O:11][C:10](=[O:13])[N:9]1[C:14](=[O:23])[CH2:15][CH2:16][C:17]1[CH:22]=[CH:21][CH:20]=[CH:19][CH:18]=1)[C:2]1[CH:7]=[CH:6][CH:5]=[CH:4][CH:3]=1.CCN(C(C)C)C(C)C.[O:33]1COCO[CH2:34]1. Given the product [CH2:1]([C@H:8]1[CH2:12][O:11][C:10](=[O:13])[N:9]1[C:14](=[O:23])[C@@H:15]([CH2:34][OH:33])[CH2:16][C:17]1[CH:22]=[CH:21][CH:20]=[CH:19][CH:18]=1)[C:2]1[CH:3]=[CH:4][CH:5]=[CH:6][CH:7]=1, predict the reactants needed to synthesize it. (4) Given the product [S:1]1[C:5]2[CH:6]=[CH:7][CH:8]=[CH:9][C:4]=2[C:3]([CH2:10][CH2:11][CH2:12][N:13]([CH2:26][CH3:27])[CH:14]2[CH2:23][C:22]3[C:17](=[CH:18][CH:19]=[CH:20][C:21]=3[O:24][CH3:25])[O:16][CH2:15]2)=[CH:2]1, predict the reactants needed to synthesize it. The reactants are: [S:1]1[C:5]2[CH:6]=[CH:7][CH:8]=[CH:9][C:4]=2[C:3]([CH2:10][CH2:11][CH2:12][NH:13][CH:14]2[CH2:23][C:22]3[C:17](=[CH:18][CH:19]=[CH:20][C:21]=3[O:24][CH3:25])[O:16][CH2:15]2)=[CH:2]1.[CH:26](=O)[CH3:27].C(O)(=O)C.C([BH3-])#N.[Na+]. (5) Given the product [Br:1][C:2]1[C:6]2[CH2:7][N:8]([C:11]([O:13][C:14]([CH3:17])([CH3:16])[CH3:15])=[O:12])[CH2:9][CH2:10][C:5]=2[N:4]([CH2:24][C:25]([F:28])([F:27])[F:26])[N:3]=1, predict the reactants needed to synthesize it. The reactants are: [Br:1][C:2]1[C:6]2[CH2:7][N:8]([C:11]([O:13][C:14]([CH3:17])([CH3:16])[CH3:15])=[O:12])[CH2:9][CH2:10][C:5]=2[NH:4][N:3]=1.FC(F)(F)S(O[CH2:24][C:25]([F:28])([F:27])[F:26])(=O)=O.C([O-])([O-])=O.[Cs+].[Cs+].